Dataset: NCI-60 drug combinations with 297,098 pairs across 59 cell lines. Task: Regression. Given two drug SMILES strings and cell line genomic features, predict the synergy score measuring deviation from expected non-interaction effect. Drug 1: CCC1=CC2CC(C3=C(CN(C2)C1)C4=CC=CC=C4N3)(C5=C(C=C6C(=C5)C78CCN9C7C(C=CC9)(C(C(C8N6C)(C(=O)OC)O)OC(=O)C)CC)OC)C(=O)OC.C(C(C(=O)O)O)(C(=O)O)O. Drug 2: CC(CN1CC(=O)NC(=O)C1)N2CC(=O)NC(=O)C2. Cell line: SF-268. Synergy scores: CSS=22.3, Synergy_ZIP=-2.94, Synergy_Bliss=-0.0177, Synergy_Loewe=-13.4, Synergy_HSA=1.21.